From a dataset of NCI-60 drug combinations with 297,098 pairs across 59 cell lines. Regression. Given two drug SMILES strings and cell line genomic features, predict the synergy score measuring deviation from expected non-interaction effect. (1) Drug 1: CC(C)(C#N)C1=CC(=CC(=C1)CN2C=NC=N2)C(C)(C)C#N. Drug 2: COCCOC1=C(C=C2C(=C1)C(=NC=N2)NC3=CC=CC(=C3)C#C)OCCOC.Cl. Cell line: HS 578T. Synergy scores: CSS=-3.87, Synergy_ZIP=2.12, Synergy_Bliss=1.72, Synergy_Loewe=-2.10, Synergy_HSA=-2.04. (2) Drug 1: C1=CC=C(C=C1)NC(=O)CCCCCCC(=O)NO. Drug 2: CC1=C(C(=CC=C1)Cl)NC(=O)C2=CN=C(S2)NC3=CC(=NC(=N3)C)N4CCN(CC4)CCO. Cell line: DU-145. Synergy scores: CSS=15.9, Synergy_ZIP=-4.39, Synergy_Bliss=0.559, Synergy_Loewe=-5.16, Synergy_HSA=-1.92.